From a dataset of Peptide-MHC class II binding affinity with 134,281 pairs from IEDB. Regression. Given a peptide amino acid sequence and an MHC pseudo amino acid sequence, predict their binding affinity value. This is MHC class II binding data. (1) The peptide sequence is INLYKSGLFQFIFFL. The MHC is DRB1_0101 with pseudo-sequence DRB1_0101. The binding affinity (normalized) is 0.176. (2) The peptide sequence is GELFIVDKIDAAFKI. The MHC is DRB1_1101 with pseudo-sequence DRB1_1101. The binding affinity (normalized) is 0.667. (3) The peptide sequence is AIKAGTGGAYESYKF. The MHC is HLA-DPA10103-DPB10201 with pseudo-sequence HLA-DPA10103-DPB10201. The binding affinity (normalized) is 0.250.